This data is from Catalyst prediction with 721,799 reactions and 888 catalyst types from USPTO. The task is: Predict which catalyst facilitates the given reaction. (1) Reactant: [CH2:1]([O:3][C:4](=[O:25])[C:5]([O:8][C:9]1[CH:14]=[CH:13][C:12]([O:15][CH2:16][CH2:17][CH:18]([O:20]S(C)(=O)=O)[CH3:19])=[CH:11][CH:10]=1)([CH3:7])[CH3:6])[CH3:2].[Br:26][C:27]1[CH:28]=[CH:29][C:30](O)=[C:31]([C:33]([C:35]2[CH:40]=[CH:39][CH:38]=[CH:37][CH:36]=2)=[O:34])[CH:32]=1.C(=O)([O-])[O-].[Cs+].[Cs+].Cl. Product: [CH2:1]([O:3][C:4](=[O:25])[C:5]([O:8][C:9]1[CH:14]=[CH:13][C:12]([O:15][CH2:16][CH2:17][CH:18]([O:20][C:30]2[CH:29]=[CH:28][C:27]([Br:26])=[CH:32][C:31]=2[C:33](=[O:34])[C:35]2[CH:36]=[CH:37][CH:38]=[CH:39][CH:40]=2)[CH3:19])=[CH:11][CH:10]=1)([CH3:7])[CH3:6])[CH3:2]. The catalyst class is: 215. (2) Reactant: Br[CH:2]([C:6]1[CH:7]=[CH:8][C:9]([O:16][CH3:17])=[C:10]([S:12]([NH2:15])(=[O:14])=[O:13])[CH:11]=1)[C:3](=O)[CH3:4].[C:18]([NH:21][C:22]([NH2:24])=[S:23])(=[O:20])[CH3:19]. Product: [CH3:17][O:16][C:9]1[CH:8]=[CH:7][C:6]([C:2]2[S:23][C:22]([NH:21][C:18](=[O:20])[CH3:19])=[N:24][C:3]=2[CH3:4])=[CH:11][C:10]=1[S:12](=[O:14])(=[O:13])[NH2:15]. The catalyst class is: 8. (3) Reactant: Br[C:2]1[CH:3]=[N:4][C:5]([NH:8][C:9]2[CH:14]=[CH:13][CH:12]=[C:11]([F:15])[CH:10]=2)=[N:6][CH:7]=1.[CH3:16][O:17][C:18](=[O:41])[CH2:19][CH:20]1[CH2:25][CH2:24][CH:23]([C:26]2[CH:31]=[CH:30][C:29](B3OC(C)(C)C(C)(C)O3)=[CH:28][CH:27]=2)[CH2:22][CH2:21]1.C(=O)([O-])[O-].[Na+].[Na+]. Product: [CH3:16][O:17][C:18](=[O:41])[CH2:19][CH:20]1[CH2:21][CH2:22][CH:23]([C:26]2[CH:27]=[CH:28][C:29]([C:2]3[CH:3]=[N:4][C:5]([NH:8][C:9]4[CH:14]=[CH:13][CH:12]=[C:11]([F:15])[CH:10]=4)=[N:6][CH:7]=3)=[CH:30][CH:31]=2)[CH2:24][CH2:25]1. The catalyst class is: 57. (4) Reactant: [CH2:1]([O:19][C:20]1[CH:21]=[C:22]([CH:26]=[C:27]([O:29][CH2:30][CH2:31][CH2:32][CH2:33][CH2:34][CH2:35][CH2:36][CH2:37]/[CH:38]=[CH:39]\[CH2:40]/[CH:41]=[CH:42]\[CH2:43][CH2:44][CH2:45][CH2:46][CH3:47])[N:28]=1)[C:23]([OH:25])=[O:24])[CH2:2][CH2:3][CH2:4][CH2:5][CH2:6][CH2:7][CH2:8]/[CH:9]=[CH:10]\[CH2:11]/[CH:12]=[CH:13]\[CH2:14][CH2:15][CH2:16][CH2:17][CH3:18].CN(C(ON1N=NC2C=CC=CC1=2)=[N+](C)C)C.F[P-](F)(F)(F)(F)F.C1C=CC2N(O)N=NC=2C=1.[CH3:82][CH2:83][N:84]([CH:88](C)C)[CH:85](C)C. Product: [CH2:30]([O:29][C:27]1[CH:26]=[C:22]([CH:21]=[C:20]([O:19][CH2:1][CH2:2][CH2:3][CH2:4][CH2:5][CH2:6][CH2:7][CH2:8]/[CH:9]=[CH:10]\[CH2:11]/[CH:12]=[CH:13]\[CH2:14][CH2:15][CH2:16][CH2:17][CH3:18])[N:28]=1)[C:23]([O:25][CH2:82][CH2:83][N:84]([CH3:88])[CH3:85])=[O:24])[CH2:31][CH2:32][CH2:33][CH2:34][CH2:35][CH2:36][CH2:37]/[CH:38]=[CH:39]\[CH2:40]/[CH:41]=[CH:42]\[CH2:43][CH2:44][CH2:45][CH2:46][CH3:47]. The catalyst class is: 18. (5) Reactant: C(=O)([O-])[O-].[Cs+].[Cs+].[OH:7][C:8]1[CH:15]=[C:14]([O:16][CH2:17][C:18]2[C:19]([CH3:30])=[C:20]([C:24]3[CH:29]=[CH:28][CH:27]=[CH:26][CH:25]=3)[CH:21]=[CH:22][CH:23]=2)[CH:13]=[CH:12][C:9]=1[CH:10]=[O:11].Cl[CH2:32][C:33]1[CH:34]=[N:35][CH:36]=[C:37]([CH:40]=1)[C:38]#[N:39].Cl. Product: [CH:10]([C:9]1[CH:12]=[CH:13][C:14]([O:16][CH2:17][C:18]2[C:19]([CH3:30])=[C:20]([C:24]3[CH:29]=[CH:28][CH:27]=[CH:26][CH:25]=3)[CH:21]=[CH:22][CH:23]=2)=[CH:15][C:8]=1[O:7][CH2:32][C:33]1[CH:34]=[N:35][CH:36]=[C:37]([CH:40]=1)[C:38]#[N:39])=[O:11]. The catalyst class is: 9. (6) Reactant: [C:1]([O:5][C:6]([N:8]1[C:13]2[CH:14]=[C:15]([Cl:19])[C:16]([OH:18])=[CH:17][C:12]=2[O:11][CH:10]([C:20]([N:22]2[CH2:27][CH2:26][C:25]([C:36]#[N:37])([CH2:28][C:29]3[CH:30]=[N:31][C:32]([F:35])=[CH:33][CH:34]=3)[CH2:24][CH2:23]2)=[O:21])[CH2:9]1)=[O:7])([CH3:4])([CH3:3])[CH3:2].[C:38]([O-])([O-])=O.[K+].[K+].CI. Product: [C:1]([O:5][C:6]([N:8]1[C:13]2[CH:14]=[C:15]([Cl:19])[C:16]([O:18][CH3:38])=[CH:17][C:12]=2[O:11][CH:10]([C:20]([N:22]2[CH2:23][CH2:24][C:25]([C:36]#[N:37])([CH2:28][C:29]3[CH:30]=[N:31][C:32]([F:35])=[CH:33][CH:34]=3)[CH2:26][CH2:27]2)=[O:21])[CH2:9]1)=[O:7])([CH3:4])([CH3:2])[CH3:3]. The catalyst class is: 21. (7) Reactant: [CH2:1]([O:8][C@@H:9]1[CH2:12][C@H:11]([NH2:13])[CH2:10]1)[C:2]1[CH:7]=[CH:6][CH:5]=[CH:4][CH:3]=1.C(O)(=O)C.C([BH3-])#N.[Na+].O1CCCC1.O=[CH:28][CH2:29][N:30]([CH2:38][CH:39]=O)[C:31](=[O:37])[O:32][C:33]([CH3:36])([CH3:35])[CH3:34]. Product: [CH2:1]([O:8][C@@H:9]1[CH2:12][C@H:11]([N:13]2[CH2:39][CH2:38][N:30]([C:31]([O:32][C:33]([CH3:35])([CH3:34])[CH3:36])=[O:37])[CH2:29][CH2:28]2)[CH2:10]1)[C:2]1[CH:7]=[CH:6][CH:5]=[CH:4][CH:3]=1. The catalyst class is: 370.